Dataset: Reaction yield outcomes from USPTO patents with 853,638 reactions. Task: Predict the reaction yield, written as a fraction of the theoretical maximum amount of product (1.0 means a 100% yield; for example, 0.34 means a 34% yield). The reactants are F[C:2]1[CH:3]=[N:4][C:5]2[C:10]([N:11]=1)=[C:9]([C:12]1[NH:20][C:19]3[CH2:18][CH2:17][NH:16][C:15](=[O:21])[C:14]=3[CH:13]=1)[CH:8]=[CH:7][CH:6]=2.[CH3:22][NH:23][C:24]1[CH:29]=[CH:28][CH:27]=[CH:26][CH:25]=1.C[Si]([N-][Si](C)(C)C)(C)C.[Na+]. No catalyst specified. The product is [CH3:22][N:23]([C:24]1[CH:29]=[CH:28][CH:27]=[CH:26][CH:25]=1)[C:2]1[CH:3]=[N:4][C:5]2[C:10]([N:11]=1)=[C:9]([C:12]1[NH:20][C:19]3[CH2:18][CH2:17][NH:16][C:15](=[O:21])[C:14]=3[CH:13]=1)[CH:8]=[CH:7][CH:6]=2. The yield is 0.460.